Dataset: Reaction yield outcomes from USPTO patents with 853,638 reactions. Task: Predict the reaction yield, written as a fraction of the theoretical maximum amount of product (1.0 means a 100% yield; for example, 0.34 means a 34% yield). (1) The reactants are Br[C:2]1[C:7]([CH3:8])=[CH:6][CH:5]=[CH:4][C:3]=1[CH3:9].[NH:10]1[CH:14]=[CH:13][N:12]=[CH:11]1.C(=O)([O-])[O-].[K+].[K+]. The catalyst is CN1C(=O)CCC1.[Cu]. The product is [CH3:9][C:3]1[CH:4]=[CH:5][CH:6]=[C:7]([CH3:8])[C:2]=1[N:10]1[CH:14]=[CH:13][N:12]=[CH:11]1. The yield is 0.250. (2) The reactants are [NH2:1][C:2]1[N:3]([C:13]2[CH:18]=[CH:17][CH:16]=[C:15]([C:19]([F:22])([F:21])[F:20])[CH:14]=2)[C:4]2[C:9]([C:10](=[O:12])[CH:11]=1)=[CH:8][CH:7]=[CH:6][N:5]=2.[CH3:23][C:24]1[CH:31]=[CH:30][C:27]([CH2:28]Br)=[CH:26][CH:25]=1. The catalyst is C1COCC1. The product is [CH3:23][C:24]1[CH:31]=[CH:30][C:27]([CH2:28][NH:1][C:2]2[N:3]([C:13]3[CH:18]=[CH:17][CH:16]=[C:15]([C:19]([F:22])([F:20])[F:21])[CH:14]=3)[C:4]3[C:9]([C:10](=[O:12])[CH:11]=2)=[CH:8][CH:7]=[CH:6][N:5]=3)=[CH:26][CH:25]=1. The yield is 0.0300. (3) The reactants are [NH2:1][C:2]1[C:7]([C:8](OC)=[O:9])=[C:6]([O:12][CH3:13])[C:5]([O:14][CH3:15])=[C:4]([O:16][CH3:17])[CH:3]=1.C(O)(=O)C.[CH:22](N)=[NH:23]. The catalyst is COCCO. The product is [CH3:13][O:12][C:6]1[C:5]([O:14][CH3:15])=[C:4]([O:16][CH3:17])[CH:3]=[C:2]2[C:7]=1[C:8](=[O:9])[N:23]=[CH:22][NH:1]2. The yield is 0.340. (4) The reactants are [CH2:1]([O:3][C:4]([C:6]1[CH:22]=[CH:21][C:9]([O:10][Si:11]([CH:18]([CH3:20])[CH3:19])([CH:15]([CH3:17])[CH3:16])[CH:12]([CH3:14])[CH3:13])=[CH:8][C:7]=1[CH:23]([CH3:25])[CH3:24])=[CH2:5])[CH3:2].[CH2:26](I)I. The catalyst is [Zn]. The product is [CH2:1]([O:3][C:4]1([C:6]2[CH:22]=[CH:21][C:9]([O:10][Si:11]([CH:15]([CH3:16])[CH3:17])([CH:12]([CH3:14])[CH3:13])[CH:18]([CH3:20])[CH3:19])=[CH:8][C:7]=2[CH:23]([CH3:24])[CH3:25])[CH2:26][CH2:5]1)[CH3:2]. The yield is 0.860. (5) The reactants are [CH2:1]([N:3]1[C:7]([CH3:8])=[C:6]([NH2:9])[CH:5]=[N:4]1)[CH3:2].Cl.[CH3:11][C:12]([O:15][C:16](O[C:16]([O:15][C:12]([CH3:14])([CH3:13])[CH3:11])=[O:17])=[O:17])([CH3:14])[CH3:13]. The catalyst is CN(C1C=CN=CC=1)C.C(Cl)Cl. The product is [CH2:1]([N:3]1[C:7]([CH3:8])=[C:6]([NH:9][C:16](=[O:17])[O:15][C:12]([CH3:14])([CH3:13])[CH3:11])[CH:5]=[N:4]1)[CH3:2]. The yield is 0.528. (6) The catalyst is C1COCC1. The product is [Br:17][C:14]1[CH:13]=[CH:12][C:11]([C:9]2[O:10][C:6]([CH2:4][OH:3])=[C:7]([CH:18]([CH3:20])[CH3:19])[N:8]=2)=[CH:16][CH:15]=1. The yield is 0.990. The reactants are C([O:3][C:4]([C:6]1[O:10][C:9]([C:11]2[CH:16]=[CH:15][C:14]([Br:17])=[CH:13][CH:12]=2)=[N:8][C:7]=1[CH:18]([CH3:20])[CH3:19])=O)C.[H-].[H-].[H-].[H-].[Li+].[Al+3]. (7) The reactants are [CH3:1][C:2]1[CH:3]=[C:4]([CH:8]([C:10]2[CH:11]=[N:12][C:13]([O:16][CH3:17])=[CH:14][CH:15]=2)[OH:9])[O:5][C:6]=1[CH3:7]. The catalyst is C(Cl)(Cl)Cl.[O-2].[O-2].[Mn+4]. The product is [CH3:1][C:2]1[CH:3]=[C:4]([C:8]([C:10]2[CH:11]=[N:12][C:13]([O:16][CH3:17])=[CH:14][CH:15]=2)=[O:9])[O:5][C:6]=1[CH3:7]. The yield is 0.530. (8) The reactants are [CH3:1][C:2]1[CH:7]=[C:6]([CH3:8])[CH:5]=[CH:4][C:3]=1[NH:9][C:10]([CH:12]([NH:15][CH2:16][C:17]1[CH:33]=[CH:32][C:20]([O:21][C:22]([CH3:31])([CH3:30])[C:23]([O:25]C(C)(C)C)=[O:24])=[CH:19][CH:18]=1)[CH2:13][CH3:14])=[O:11].FC(F)(F)C(O)=O. The catalyst is ClCCl. The product is [CH3:1][C:2]1[CH:7]=[C:6]([CH3:8])[CH:5]=[CH:4][C:3]=1[NH:9][C:10]([CH:12]([NH:15][CH2:16][C:17]1[CH:18]=[CH:19][C:20]([O:21][C:22]([CH3:30])([CH3:31])[C:23]([OH:25])=[O:24])=[CH:32][CH:33]=1)[CH2:13][CH3:14])=[O:11]. The yield is 0.720. (9) The reactants are [CH2:1]([O:8][C:9]1[CH:18]=[CH:17][C:12]([C:13]([O:15]C)=[O:14])=[CH:11][C:10]=1/[C:19](/[CH3:22])=[CH:20]\[CH3:21])[C:2]1[CH:7]=[CH:6][CH:5]=[CH:4][CH:3]=1.[OH-].[K+]. The catalyst is CO.O. The product is [CH2:1]([O:8][C:9]1[CH:18]=[CH:17][C:12]([C:13]([OH:15])=[O:14])=[CH:11][C:10]=1/[C:19](/[CH3:22])=[CH:20]\[CH3:21])[C:2]1[CH:3]=[CH:4][CH:5]=[CH:6][CH:7]=1. The yield is 0.820. (10) The reactants are C(OC([N:8]1[CH2:13][CH2:12][CH:11]([C:14]2[CH:35]=[CH:34][C:17]3[C:18]4[N:22]([CH2:23][CH2:24][O:25][C:16]=3[CH:15]=2)[CH:21]=[C:20]([C:26]2[N:27]([CH:31]([CH3:33])[CH3:32])[N:28]=[CH:29][N:30]=2)[N:19]=4)[CH2:10][CH2:9]1)=O)(C)(C)C.[C:36]([OH:42])([C:38]([F:41])([F:40])[F:39])=[O:37]. The yield is 1.00. The catalyst is C(Cl)Cl. The product is [F:39][C:38]([F:41])([F:40])[C:36]([OH:42])=[O:37].[CH:31]([N:27]1[C:26]([C:20]2[N:19]=[C:18]3[N:22]([CH2:23][CH2:24][O:25][C:16]4[CH:15]=[C:14]([CH:11]5[CH2:12][CH2:13][NH:8][CH2:9][CH2:10]5)[CH:35]=[CH:34][C:17]=43)[CH:21]=2)=[N:30][CH:29]=[N:28]1)([CH3:33])[CH3:32].